From a dataset of Cav3 T-type calcium channel HTS with 100,875 compounds. Binary Classification. Given a drug SMILES string, predict its activity (active/inactive) in a high-throughput screening assay against a specified biological target. (1) The molecule is O=C1C(C(N(CC1)CCc1c2c([nH]c1C)ccc(OC)c2)C)C. The result is 0 (inactive). (2) The drug is O=C(N1CCN(CC1)C(=O)COc1ccc(cc1)C)CCC1CCCC1. The result is 0 (inactive). (3) The drug is Fc1ccc(CN2C(=O)/C(=C\NCCCN3CCOCC3)C(=O)NC2=O)cc1. The result is 0 (inactive). (4) The compound is S(=O)(=O)(N1CCOCC1)c1ccc(cc1)C(=O)Nc1ncc(cc1)C. The result is 0 (inactive). (5) The drug is O=C(Nc1c2c([nH]c1C(O)=O)ccc(c2)C)CN1CCN(CC1)c1c(c(ccc1)C)C. The result is 1 (active).